This data is from Full USPTO retrosynthesis dataset with 1.9M reactions from patents (1976-2016). The task is: Predict the reactants needed to synthesize the given product. (1) Given the product [CH3:17][CH:12]1[O:13][CH:14]([CH3:16])[CH2:15][N:10]([C:5]2[C:4]([F:18])=[C:3]([F:19])[C:2]([B:20]3[O:24][C:23]([CH3:26])([CH3:25])[C:22]([CH3:28])([CH3:27])[O:21]3)=[CH:9][C:6]=2[CH:7]=[O:8])[CH2:11]1, predict the reactants needed to synthesize it. The reactants are: Br[C:2]1[C:3]([F:19])=[C:4]([F:18])[C:5]([N:10]2[CH2:15][CH:14]([CH3:16])[O:13][CH:12]([CH3:17])[CH2:11]2)=[C:6]([CH:9]=1)[CH:7]=[O:8].[B:20]1([B:20]2[O:24][C:23]([CH3:26])([CH3:25])[C:22]([CH3:28])([CH3:27])[O:21]2)[O:24][C:23]([CH3:26])([CH3:25])[C:22]([CH3:28])([CH3:27])[O:21]1.C([O-])(=O)C.[K+]. (2) Given the product [CH3:1][O:2][C:3]1[CH:4]=[C:5]([CH:8]=[CH:9][C:10]=1[O:11][CH3:12])[CH2:6][NH:14][C:15]1([C:18]([O:20][CH3:21])=[O:19])[CH2:17][CH2:16]1, predict the reactants needed to synthesize it. The reactants are: [CH3:1][O:2][C:3]1[CH:4]=[C:5]([CH:8]=[CH:9][C:10]=1[O:11][CH3:12])[CH:6]=O.Cl.[NH2:14][C:15]1([C:18]([O:20][CH3:21])=[O:19])[CH2:17][CH2:16]1. (3) Given the product [Cl:31][C:30]1[CH:29]=[CH:28][CH:27]=[C:26]([Cl:32])[C:25]=1[N:22]1[C:23](=[NH:24])[C:17]2[C:18](=[N:19][C:14]([NH:12][C:6]3[CH:5]=[C:4]4[C:9]([CH2:10][CH2:11][N:2]([CH3:1])[CH2:3]4)=[CH:8][CH:7]=3)=[N:15][CH:16]=2)[N:20]([CH3:34])[C:21]1=[O:33], predict the reactants needed to synthesize it. The reactants are: [CH3:1][N:2]1[CH2:11][CH2:10][C:9]2[C:4](=[CH:5][C:6]([NH2:12])=[CH:7][CH:8]=2)[CH2:3]1.Cl[C:14]1[N:19]=[C:18]2[N:20]([CH3:34])[C:21](=[O:33])[N:22]([C:25]3[C:30]([Cl:31])=[CH:29][CH:28]=[CH:27][C:26]=3[Cl:32])[C:23](=[NH:24])[C:17]2=[CH:16][N:15]=1.ClC1N=C2NC(=O)N(C3C(Cl)=CC=CC=3Cl)C(=N)C2=CN=1. (4) Given the product [NH2:1][C:2]1[CH:7]=[CH:6][C:5]([S:9]([OH:11])(=[O:10])=[O:8])=[CH:4][N:3]=1, predict the reactants needed to synthesize it. The reactants are: [NH2:1][C:2]1[CH:7]=[CH:6][CH:5]=[CH:4][N:3]=1.[OH:8][S:9](O)(=[O:11])=[O:10].O=S(=O)=O. (5) Given the product [CH3:1][C:2]1[N:7]=[C:6]2[S:8][C:9]3[CH2:14][CH2:13][CH2:12][CH2:11][C:10]=3[C:5]2=[C:4]([C:15]2[CH:16]=[CH:17][C:18]([CH3:21])=[CH:19][CH:20]=2)[C:3]=1[CH:22]([CH2:43][CH:44]([CH3:46])[CH3:45])[C:23]([O:25][CH3:26])=[O:24], predict the reactants needed to synthesize it. The reactants are: [CH3:1][C:2]1[N:7]=[C:6]2[S:8][C:9]3[CH2:14][CH2:13][CH2:12][CH2:11][C:10]=3[C:5]2=[C:4]([C:15]2[CH:20]=[CH:19][C:18]([CH3:21])=[CH:17][CH:16]=2)[C:3]=1[CH2:22][C:23]([O:25][CH3:26])=[O:24].[Li+].C[Si]([N-][Si](C)(C)C)(C)C.C1COCC1.I[CH2:43][CH:44]([CH3:46])[CH3:45]. (6) Given the product [CH2:21]([C:10]([SH:9])([CH2:18][CH:19]([C:26]1[CH:31]=[CH:30][CH:29]=[CH:28][CH:27]=1)[SH:20])[CH2:11][CH2:12][CH2:13][CH2:14][C:15]([OH:17])=[O:16])[CH3:22], predict the reactants needed to synthesize it. The reactants are: C(=O)([O-])[O-].[K+].[K+].C([S:9][CH:10]([CH2:18][CH2:19][SH:20])[CH2:11][CH2:12][CH2:13][CH2:14][C:15]([OH:17])=[O:16])C.[CH2:21](O)[CH2:22]O.I[C:26]1[CH:31]=[CH:30][CH:29]=[CH:28][CH:27]=1. (7) Given the product [CH2:53]([C@H:40]([NH:39][C:38]([C@@H:7]([NH:14][C:15]([C@@H:16]([NH:18][C:19]([C:21]1[CH2:22][C:23]2[C:28]([C:29]=1[CH3:30])=[CH:27][CH:26]=[CH:25][CH:24]=2)=[O:20])[CH3:17])=[O:31])[CH2:8][CH2:9][S:10]([CH3:13])(=[O:12])=[O:11])=[O:60])[CH:41]([C:43](=[O:52])[NH:44][CH2:45][C:46]1[CH:47]=[CH:48][CH:49]=[CH:50][CH:51]=1)[OH:42])[C:54]1[CH:55]=[CH:56][CH:57]=[CH:58][CH:59]=1, predict the reactants needed to synthesize it. The reactants are: C(OC(=O)[C@@H:7]([NH:14][C:15](=[O:31])[C@@H:16]([NH:18][C:19]([C:21]1[CH2:22][C:23]2[C:28]([C:29]=1[CH3:30])=[CH:27][CH:26]=[CH:25][CH:24]=2)=[O:20])[CH3:17])[CH2:8][CH2:9][S:10]([CH3:13])(=[O:12])=[O:11])(C)(C)C.C(O[C:38](=[O:60])[NH:39][C@@H:40]([CH2:53][C:54]1[CH:59]=[CH:58][CH:57]=[CH:56][CH:55]=1)[CH:41]([C:43](=[O:52])[NH:44][CH2:45][C:46]1[CH:51]=[CH:50][CH:49]=[CH:48][CH:47]=1)[OH:42])(C)(C)C.FC(F)(F)C(O)=O.CN(C(ON1N=NC2C=CC=NC1=2)=[N+](C)C)C.F[P-](F)(F)(F)(F)F.C(N(CC)C(C)C)(C)C. (8) Given the product [C:1]([O:5][C:6]([N:8]1[C@@H:12]([CH2:13][CH2:14][C:15]2[CH:16]=[CH:17][C:18]([NH:21][C:25]3[CH:30]=[CH:29][C:28]([Cl:31])=[CH:27][CH:26]=3)=[CH:19][CH:20]=2)[CH2:11][O:10][C:9]1([CH3:23])[CH3:22])=[O:7])([CH3:4])([CH3:2])[CH3:3], predict the reactants needed to synthesize it. The reactants are: [C:1]([O:5][C:6]([N:8]1[C@@H:12]([CH2:13][CH2:14][C:15]2[CH:20]=[CH:19][C:18]([NH2:21])=[CH:17][CH:16]=2)[CH2:11][O:10][C:9]1([CH3:23])[CH3:22])=[O:7])([CH3:4])([CH3:3])[CH3:2].Br[C:25]1[CH:30]=[CH:29][C:28]([Cl:31])=[CH:27][CH:26]=1.C(=O)([O-])[O-].[Cs+].[Cs+].